Dataset: NCI-60 drug combinations with 297,098 pairs across 59 cell lines. Task: Regression. Given two drug SMILES strings and cell line genomic features, predict the synergy score measuring deviation from expected non-interaction effect. (1) Drug 1: CCC1=C2CN3C(=CC4=C(C3=O)COC(=O)C4(CC)O)C2=NC5=C1C=C(C=C5)O. Drug 2: C1CN1C2=NC(=NC(=N2)N3CC3)N4CC4. Cell line: SK-OV-3. Synergy scores: CSS=44.1, Synergy_ZIP=-5.68, Synergy_Bliss=2.98, Synergy_Loewe=-8.05, Synergy_HSA=5.40. (2) Drug 1: C(CC(=O)O)C(=O)CN.Cl. Drug 2: CS(=O)(=O)OCCCCOS(=O)(=O)C. Cell line: MDA-MB-435. Synergy scores: CSS=6.31, Synergy_ZIP=-0.615, Synergy_Bliss=2.15, Synergy_Loewe=-0.176, Synergy_HSA=-2.05.